The task is: Predict the reaction yield, written as a fraction of the theoretical maximum amount of product (1.0 means a 100% yield; for example, 0.34 means a 34% yield).. This data is from Reaction yield outcomes from USPTO patents with 853,638 reactions. (1) The reactants are [N+:1]([C:4]1[CH:9]=[CH:8][CH:7]=[CH:6][C:5]=1[S:10](Cl)(=[O:12])=[O:11])([O-:3])=[O:2].CN1[CH2:20][CH2:19][O:18][CH2:17][CH2:16]1.[C:21]1(P(C2C=CC=CC=2)C2C=CC=CC=2)C=CC=CC=1.[CH:40]1[C:52]2[CH:51]([CH2:53][O:54][C:55](=[O:62])[NH:56][CH:57](CO)[CH2:58][CH3:59])[C:50]3[C:45](=[CH:46][CH:47]=[CH:48][CH:49]=3)[C:44]=2[CH:43]=[CH:42][CH:41]=1.CCO[C:66](/[N:68]=N/C(OCC)=O)=O.[C:75]([OH:81])([C:77](F)(F)F)=[O:76]. The catalyst is C(Cl)Cl.C1COCC1. The product is [CH:40]1[C:52]2[CH:51]([CH2:53][O:54][C:55]([NH:56][CH:57]([CH2:58][CH3:59])[CH2:66][N:68]([S:10]([C:5]3[CH:6]=[CH:7][CH:8]=[CH:9][C:4]=3[N+:1]([O-:3])=[O:2])(=[O:12])=[O:11])[CH:77]([CH2:21][C:19]3[O:18][CH:17]=[CH:16][CH:20]=3)[C:75]([OH:81])=[O:76])=[O:62])[C:50]3[C:45](=[CH:46][CH:47]=[CH:48][CH:49]=3)[C:44]=2[CH:43]=[CH:42][CH:41]=1. The yield is 0.400. (2) The reactants are [Cl:1][CH2:2][C:3](=[O:14])[C@H:4]([O:6][Si:7]([C:10]([CH3:13])([CH3:12])[CH3:11])([CH3:9])[CH3:8])[CH3:5].[F:15][C:16]1[CH:21]=[C:20]([F:22])[CH:19]=[CH:18][C:17]=1[Mg]Br.[Cl-].[NH4+].O. The catalyst is C1(C)C=CC=CC=1. The product is [Cl:1][CH2:2][C:3]([C:19]1[CH:18]=[CH:17][C:16]([F:15])=[CH:21][C:20]=1[F:22])([OH:14])[CH:4]([O:6][Si:7]([C:10]([CH3:13])([CH3:12])[CH3:11])([CH3:8])[CH3:9])[CH3:5]. The yield is 0.940. (3) The reactants are [C:1]1([C:7]2[N:12]=[CH:11][C:10]([C:13]3[NH:17][C:16](/[CH:18]=[CH:19]/[C:20]4[CH:21]=[N:22][CH:23]=[CH:24][CH:25]=4)=[N:15][CH:14]=3)=[CH:9][N:8]=2)[CH:6]=[CH:5][CH:4]=[CH:3][CH:2]=1. The catalyst is [Pd].C(O)C. The product is [C:1]1([C:7]2[N:12]=[CH:11][C:10]([C:13]3[NH:17][C:16]([CH2:18][CH2:19][C:20]4[CH:21]=[N:22][CH:23]=[CH:24][CH:25]=4)=[N:15][CH:14]=3)=[CH:9][N:8]=2)[CH:2]=[CH:3][CH:4]=[CH:5][CH:6]=1. The yield is 1.00. (4) The reactants are FC(F)(F)C(O)=O.C(OC(=O)[NH:14][CH2:15][C:16]1[C:17]([CH2:34][CH:35]([CH3:37])[CH3:36])=[N:18][C:19]([CH3:33])=[C:20]([CH2:29][C:30]([NH2:32])=[O:31])[C:21]=1[C:22]1[CH:27]=[CH:26][C:25]([CH3:28])=[CH:24][CH:23]=1)(C)(C)C.C(=O)([O-])O.[Na+].O1CCOCC1.[ClH:50]. No catalyst specified. The product is [ClH:50].[ClH:50].[NH2:14][CH2:15][C:16]1[C:21]([C:22]2[CH:27]=[CH:26][C:25]([CH3:28])=[CH:24][CH:23]=2)=[C:20]([CH2:29][C:30]([NH2:32])=[O:31])[C:19]([CH3:33])=[N:18][C:17]=1[CH2:34][CH:35]([CH3:37])[CH3:36]. The yield is 0.810. (5) The reactants are [NH2:1][C:2]1[CH:42]=[CH:41][C:5]([C:6]([NH:8][C@H:9]2[CH2:14][CH2:13][CH2:12][C@@H:11]([NH:15][C:16]3[N:21]=[C:20]([C:22]4[C:30]5[C:25](=[CH:26][CH:27]=[CH:28][CH:29]=5)[N:24](S(C5C=CC=CC=5)(=O)=O)[CH:23]=4)[C:19]([Cl:40])=[CH:18][N:17]=3)[CH2:10]2)=[O:7])=[CH:4][CH:3]=1.Cl.[OH-].[Na+]. The catalyst is O1CCOCC1. The product is [NH2:1][C:2]1[CH:42]=[CH:41][C:5]([C:6]([NH:8][C@H:9]2[CH2:14][CH2:13][CH2:12][C@@H:11]([NH:15][C:16]3[N:21]=[C:20]([C:22]4[C:30]5[C:25](=[CH:26][CH:27]=[CH:28][CH:29]=5)[NH:24][CH:23]=4)[C:19]([Cl:40])=[CH:18][N:17]=3)[CH2:10]2)=[O:7])=[CH:4][CH:3]=1. The yield is 0.840.